Task: Predict the product of the given reaction.. Dataset: Forward reaction prediction with 1.9M reactions from USPTO patents (1976-2016) (1) Given the reactants [OH-].[Na+].[OH:3][C:4]1[CH:13]=[CH:12][C:7]([C:8]([O:10]C)=[O:9])=[CH:6][CH:5]=1.Br[CH2:15][CH2:16][CH2:17][CH:18]=[CH2:19], predict the reaction product. The product is: [CH2:19]([O:3][C:4]1[CH:13]=[CH:12][C:7]([C:8]([OH:10])=[O:9])=[CH:6][CH:5]=1)[CH2:18][CH2:17][CH:16]=[CH2:15]. (2) Given the reactants [C:1]12(CN)[CH2:10][CH:5]3[CH2:6][CH:7]([CH2:9][CH:3]([CH2:4]3)[CH2:2]1)[CH2:8]2.C1(=O)N(C(CC(O)=O)C(O)=O)C(=O)CC1.C1(=O)N(C(CC(O)=O)C(O)=O)C(=O)CC1.C(O)CO.Cl, predict the reaction product. The product is: [CH:1]12[CH2:10][CH:5]3[CH2:6][CH:7]([CH2:9][CH:3]([CH2:4]3)[CH2:2]1)[CH2:8]2.